This data is from hERG Central: cardiac toxicity at 1µM, 10µM, and general inhibition. The task is: Predict hERG channel inhibition at various concentrations. (1) The drug is Clc1ccc(OCCCCN2CCCCC2)cc1.O=C(O)C(=O)O. Results: hERG_inhib (hERG inhibition (general)): blocker. (2) The compound is CC(C)N1CCc2c(sc(NC(=O)CCc3ccccc3)c2C(N)=O)C1.Cl. Results: hERG_inhib (hERG inhibition (general)): blocker. (3) The drug is Cc1cc(=O)n2nc(N3CCCC(C(=O)N4CCN(c5ccccc5)CC4)C3)sc2n1. Results: hERG_inhib (hERG inhibition (general)): blocker. (4) Results: hERG_inhib (hERG inhibition (general)): blocker. The molecule is Cc1ccc(C)c(CN2C(=O)CSc3ccc(C(=O)NCC(C)CN4CCC(C)CC4)cc32)c1. (5) The compound is CCCCOc1ccc(CSC2=NCCN2)cc1[N+](=O)[O-].Cl. Results: hERG_inhib (hERG inhibition (general)): blocker. (6) The drug is Cc1ccc(C(=O)N2CCC3(CC2)NCCc2[nH]cnc23)cc1. Results: hERG_inhib (hERG inhibition (general)): blocker. (7) The compound is CCOC(=O)c1ccc(-[n+]2c(-c3ccccc3)cc(-c3ccccc3)cc2-c2ccccc2)cc1.[O-][Cl+3]([O-])([O-])[O-]. Results: hERG_inhib (hERG inhibition (general)): blocker. (8) The compound is CCNC(=O)/C(=C/c1ccc2c(c1)OCO2)NC(=O)c1ccc(Br)cc1. Results: hERG_inhib (hERG inhibition (general)): blocker. (9) The compound is CCOc1ccc(N2CC(O)(c3cccs3)[N+]3=C2CCCC3)cc1.[Br-]. Results: hERG_inhib (hERG inhibition (general)): blocker. (10) The drug is CCCn1nnc(NC(=O)c2ccc(-c3cccc(Cl)c3)o2)n1. Results: hERG_inhib (hERG inhibition (general)): blocker.